This data is from Forward reaction prediction with 1.9M reactions from USPTO patents (1976-2016). The task is: Predict the product of the given reaction. (1) Given the reactants C(OC([O:8][C:9]1[C:18]2[NH:17][C:16](=[O:19])[CH2:15][O:14][C:13]=2[C:12]([CH2:20][CH2:21][N:22]([CH2:30][CH2:31][N:32]([CH:52]2[CH2:57][CH2:56][CH2:55][CH2:54][CH2:53]2)[C:33](=[O:51])[CH2:34][CH2:35][O:36][CH2:37][CH2:38][C:39]2[CH:44]=[CH:43][CH:42]=[C:41]([C:45]3[N:46]=[N:47][N:48]([CH3:50])[CH:49]=3)[CH:40]=2)C(=O)OC(C)(C)C)=[CH:11][CH:10]=1)=O)(C)(C)C.[C:58]([OH:64])([C:60]([F:63])([F:62])[F:61])=[O:59], predict the reaction product. The product is: [F:61][C:60]([F:63])([F:62])[C:58]([OH:64])=[O:59].[CH:52]1([N:32]([CH2:31][CH2:30][NH:22][CH2:21][CH2:20][C:12]2[C:13]3[O:14][CH2:15][C:16](=[O:19])[NH:17][C:18]=3[C:9]([OH:8])=[CH:10][CH:11]=2)[C:33](=[O:51])[CH2:34][CH2:35][O:36][CH2:37][CH2:38][C:39]2[CH:44]=[CH:43][CH:42]=[C:41]([C:45]3[N:46]=[N:47][N:48]([CH3:50])[CH:49]=3)[CH:40]=2)[CH2:57][CH2:56][CH2:55][CH2:54][CH2:53]1. (2) Given the reactants [CH3:1][N:2]1[CH2:7][CH2:6][NH:5][CH2:4][CH2:3]1.CN1C(=O)CCC1.C(N(CC)CC)C.F[C:23]1[CH:24]=[CH:25][C:26]([N+:31]([O-:33])=[O:32])=[C:27]([C:29]=1[F:30])[NH2:28], predict the reaction product. The product is: [F:30][C:29]1[C:23]([N:5]2[CH2:6][CH2:7][N:2]([CH3:1])[CH2:3][CH2:4]2)=[CH:24][CH:25]=[C:26]([N+:31]([O-:33])=[O:32])[C:27]=1[NH2:28]. (3) Given the reactants [CH2:1]([N:6]1[C:14]2[C:9](=[CH:10][CH:11]=[CH:12][CH:13]=2)[C:8]2[CH:15]=[C:16]([C:19]([OH:21])=O)[N:17]=[CH:18][C:7]1=2)[CH2:2][CH2:3][CH2:4][CH3:5].[CH2:22]([NH2:27])[C:23]([CH3:26])([CH3:25])[CH3:24], predict the reaction product. The product is: [CH3:24][C:23]([CH3:26])([CH3:25])[CH2:22][NH:27][C:19]([C:16]1[N:17]=[CH:18][C:7]2[N:6]([CH2:1][CH2:2][CH2:3][CH2:4][CH3:5])[C:14]3[C:9]([C:8]=2[CH:15]=1)=[CH:10][CH:11]=[CH:12][CH:13]=3)=[O:21]. (4) Given the reactants [N:1]1[CH:6]=[CH:5][CH:4]=[N:3][C:2]=1[C:7]1[NH:8][C:9]2[N:10]([CH:15]=1)[CH2:11][CH:12]=[CH:13][CH:14]=2.Br[C:17]1[CH:22]=[CH:21][CH:20]=[CH:19][CH:18]=1.CC([O-])(C)C.[Na+].P(C(C)(C)C)(C(C)(C)C)C(C)(C)C, predict the reaction product. The product is: [C:17]1([N:8]2[C:9]3=[CH:14][CH:13]=[CH:12][CH2:11][N:10]3[CH:15]=[C:7]2[C:2]2[N:3]=[CH:4][CH:5]=[CH:6][N:1]=2)[CH:22]=[CH:21][CH:20]=[CH:19][CH:18]=1. (5) Given the reactants [C:1]([C:4]1[CH:9]=[CH:8][C:7]([B:10]([OH:12])[OH:11])=[C:6]([O:13][CH3:14])[CH:5]=1)([OH:3])=O.[CH2:15]([CH2:17][NH2:18])[OH:16], predict the reaction product. The product is: [OH:16][CH2:15][CH2:17][NH:18][C:1]([C:4]1[CH:9]=[CH:8][C:7]([B:10]([OH:12])[OH:11])=[C:6]([O:13][CH3:14])[CH:5]=1)=[O:3]. (6) Given the reactants [F:1][C:2]([F:26])([F:25])[C:3]1[CH:4]=[C:5]([C:13]2[CH:18]=[CH:17][CH:16]=[C:15]([CH:19]3[CH2:24][CH2:23][NH:22][CH2:21][CH2:20]3)[N:14]=2)[CH:6]=[C:7]([C:9]([F:12])([F:11])[F:10])[CH:8]=1.[N:27]1[C:35]2[C:30](=[N:31][CH:32]=[CH:33][CH:34]=2)[N:29]([CH2:36][C:37](O)=[O:38])[CH:28]=1, predict the reaction product. The product is: [F:12][C:9]([F:10])([F:11])[C:7]1[CH:6]=[C:5]([C:13]2[N:14]=[C:15]([CH:19]3[CH2:24][CH2:23][N:22]([C:37](=[O:38])[CH2:36][N:29]4[C:30]5=[N:31][CH:32]=[CH:33][CH:34]=[C:35]5[N:27]=[CH:28]4)[CH2:21][CH2:20]3)[CH:16]=[CH:17][CH:18]=2)[CH:4]=[C:3]([C:2]([F:1])([F:25])[F:26])[CH:8]=1. (7) The product is: [Cl:23][C:20]1[CH:19]=[CH:18][C:17]([C:15]2[N:16]=[C:12]([NH:11][C:5](=[O:6])[C:4]3[CH:8]=[CH:9][CH:10]=[C:2]([F:1])[CH:3]=3)[S:13][CH:14]=2)=[CH:22][CH:21]=1. Given the reactants [F:1][C:2]1[CH:3]=[C:4]([CH:8]=[CH:9][CH:10]=1)[C:5](Cl)=[O:6].[NH2:11][C:12]1[S:13][CH:14]=[C:15]([C:17]2[CH:22]=[CH:21][C:20]([Cl:23])=[CH:19][CH:18]=2)[N:16]=1.N1C=CC=CC=1, predict the reaction product. (8) Given the reactants [CH2:1]([N:8]1[CH:13]=[CH:12][C:11]([O:14][CH2:15][C:16]2[CH:21]=[CH:20][CH:19]=[CH:18][CH:17]=2)=[C:10]([CH:22]=[CH2:23])[C:9]1=[O:24])[C:2]1[CH:7]=[CH:6][CH:5]=[CH:4][CH:3]=1.[H][H], predict the reaction product. The product is: [CH2:1]([N:8]1[CH:13]=[CH:12][C:11]([O:14][CH2:15][C:16]2[CH:21]=[CH:20][CH:19]=[CH:18][CH:17]=2)=[C:10]([CH2:22][CH3:23])[C:9]1=[O:24])[C:2]1[CH:3]=[CH:4][CH:5]=[CH:6][CH:7]=1. (9) Given the reactants [CH:1]([C:3]([NH:8][C:9](=[O:19])[C:10]1[CH:15]=[CH:14][CH:13]=[C:12]([O:16][CH3:17])[C:11]=1[CH3:18])([CH3:7])[CH:4]([CH3:6])[CH3:5])=[O:2].[CH3:20][C:21]1[CH:22]=[C:23]([Mg]Br)[CH:24]=[CH:25][CH:26]=1, predict the reaction product. The product is: [OH:2][CH:1]([C:25]1[CH:26]=[C:21]([CH3:20])[CH:22]=[CH:23][CH:24]=1)[C:3]([NH:8][C:9](=[O:19])[C:10]1[CH:15]=[CH:14][CH:13]=[C:12]([O:16][CH3:17])[C:11]=1[CH3:18])([CH3:7])[CH:4]([CH3:5])[CH3:6]. (10) Given the reactants Cl[C:2]1[N:7]=[CH:6][C:5]([NH:8][C:9]([C:11]2[N:23]([CH2:24][C:25]3[CH:30]=[CH:29][CH:28]=[C:27]([F:31])[CH:26]=3)[C:14]3=[N:15][CH:16]=[C:17]([C:19]([F:22])([F:21])[F:20])[CH:18]=[C:13]3[CH:12]=2)=[O:10])=[CH:4][N:3]=1.[CH3:32][NH:33][CH3:34], predict the reaction product. The product is: [CH3:32][N:33]([C:2]1[N:7]=[CH:6][C:5]([NH:8][C:9]([C:11]2[N:23]([CH2:24][C:25]3[CH:30]=[CH:29][CH:28]=[C:27]([F:31])[CH:26]=3)[C:14]3=[N:15][CH:16]=[C:17]([C:19]([F:20])([F:21])[F:22])[CH:18]=[C:13]3[CH:12]=2)=[O:10])=[CH:4][N:3]=1)[CH3:34].